Regression. Given two drug SMILES strings and cell line genomic features, predict the synergy score measuring deviation from expected non-interaction effect. From a dataset of NCI-60 drug combinations with 297,098 pairs across 59 cell lines. (1) Drug 1: CC1=C(C=C(C=C1)NC(=O)C2=CC=C(C=C2)CN3CCN(CC3)C)NC4=NC=CC(=N4)C5=CN=CC=C5. Drug 2: CC1=C(C=C(C=C1)C(=O)NC2=CC(=CC(=C2)C(F)(F)F)N3C=C(N=C3)C)NC4=NC=CC(=N4)C5=CN=CC=C5. Cell line: MALME-3M. Synergy scores: CSS=-8.03, Synergy_ZIP=3.56, Synergy_Bliss=1.07, Synergy_Loewe=-7.34, Synergy_HSA=-8.34. (2) Drug 1: CC1C(C(=O)NC(C(=O)N2CCCC2C(=O)N(CC(=O)N(C(C(=O)O1)C(C)C)C)C)C(C)C)NC(=O)C3=C4C(=C(C=C3)C)OC5=C(C(=O)C(=C(C5=N4)C(=O)NC6C(OC(=O)C(N(C(=O)CN(C(=O)C7CCCN7C(=O)C(NC6=O)C(C)C)C)C)C(C)C)C)N)C. Drug 2: C1C(C(OC1N2C=NC3=C2NC=NCC3O)CO)O. Cell line: KM12. Synergy scores: CSS=7.60, Synergy_ZIP=-3.27, Synergy_Bliss=-0.801, Synergy_Loewe=-31.2, Synergy_HSA=-4.46. (3) Drug 1: C1=CC(=CC=C1CCC2=CNC3=C2C(=O)NC(=N3)N)C(=O)NC(CCC(=O)O)C(=O)O. Drug 2: CCCCCOC(=O)NC1=NC(=O)N(C=C1F)C2C(C(C(O2)C)O)O. Cell line: HOP-92. Synergy scores: CSS=7.07, Synergy_ZIP=-4.69, Synergy_Bliss=-4.47, Synergy_Loewe=-12.5, Synergy_HSA=-3.01. (4) Drug 2: CCCCCOC(=O)NC1=NC(=O)N(C=C1F)C2C(C(C(O2)C)O)O. Synergy scores: CSS=19.1, Synergy_ZIP=-3.16, Synergy_Bliss=4.13, Synergy_Loewe=-4.12, Synergy_HSA=4.20. Cell line: MDA-MB-231. Drug 1: CC1C(C(CC(O1)OC2CC(CC3=C2C(=C4C(=C3O)C(=O)C5=C(C4=O)C(=CC=C5)OC)O)(C(=O)C)O)N)O.Cl. (5) Drug 1: C1CCC(C1)C(CC#N)N2C=C(C=N2)C3=C4C=CNC4=NC=N3. Cell line: PC-3. Drug 2: C1CN(CCN1C(=O)CCBr)C(=O)CCBr. Synergy scores: CSS=10.9, Synergy_ZIP=-4.41, Synergy_Bliss=4.21, Synergy_Loewe=-3.86, Synergy_HSA=2.72. (6) Drug 1: CNC(=O)C1=CC=CC=C1SC2=CC3=C(C=C2)C(=NN3)C=CC4=CC=CC=N4. Drug 2: C1C(C(OC1N2C=C(C(=O)NC2=O)F)CO)O. Cell line: HCC-2998. Synergy scores: CSS=45.6, Synergy_ZIP=-3.90, Synergy_Bliss=-8.10, Synergy_Loewe=-8.79, Synergy_HSA=-6.93.